Dataset: Reaction yield outcomes from USPTO patents with 853,638 reactions. Task: Predict the reaction yield, written as a fraction of the theoretical maximum amount of product (1.0 means a 100% yield; for example, 0.34 means a 34% yield). (1) The reactants are [CH2:1]([N:8]1[C:16]2[C:11](=[C:12]([O:17]CC3C=CC=CC=3)[CH:13]=[CH:14][CH:15]=2)[CH:10]=[C:9]1[CH3:25])[C:2]1[CH:7]=[CH:6][CH:5]=[CH:4][CH:3]=1.C(OCC)(=O)C. The catalyst is [Pd].[Hg].CO. The product is [CH2:1]([N:8]1[C:16]2[CH:15]=[CH:14][CH:13]=[C:12]([OH:17])[C:11]=2[CH:10]=[C:9]1[CH3:25])[C:2]1[CH:3]=[CH:4][CH:5]=[CH:6][CH:7]=1. The yield is 0.490. (2) The reactants are Cl[CH2:2][C:3]1[N:4]=[C:5]2[CH:14]=[CH:13][CH:12]=[CH:11][N:6]2[C:7](=[O:10])[C:8]=1[I:9].[C:15]([O-:18])(=[O:17])[CH3:16].[K+].O. The catalyst is CN(C=O)C. The product is [C:15]([O:18][CH2:2][C:3]1[N:4]=[C:5]2[CH:14]=[CH:13][CH:12]=[CH:11][N:6]2[C:7](=[O:10])[C:8]=1[I:9])(=[O:17])[CH3:16]. The yield is 0.900. (3) The reactants are FC1C(O[C:9]([CH:11]2[CH2:15][C:14](=[O:16])[NH:13][CH2:12]2)=[O:10])=C(F)C(F)=C(F)C=1F.[NH:21]1[CH2:26][CH2:25][NH:24][CH2:23][CH2:22]1.C(Cl)Cl. The catalyst is C1COCC1. The product is [N:21]1([C:9]([CH:11]2[CH2:12][NH:13][C:14](=[O:16])[CH2:15]2)=[O:10])[CH2:26][CH2:25][NH:24][CH2:23][CH2:22]1. The yield is 0.459. (4) The reactants are Cl[C:2]1[N:3]=[N+:4]([O-:15])[C:5]2[CH:14]=[C:13]3[C:9]([CH2:10][CH2:11][CH2:12]3)=[CH:8][C:6]=2[N:7]=1.CCN(CC)CC.[CH3:23][O:24][CH:25]1[CH2:28][N:27]([CH2:29][CH2:30][CH2:31][NH2:32])[CH2:26]1. The catalyst is COCCOC. The product is [CH3:23][O:24][CH:25]1[CH2:28][N:27]([CH2:29][CH2:30][CH2:31][NH:32][C:2]2[N:3]=[N+:4]([O-:15])[C:5]3[CH:14]=[C:13]4[C:9]([CH2:10][CH2:11][CH2:12]4)=[CH:8][C:6]=3[N:7]=2)[CH2:26]1. The yield is 0.660. (5) The product is [NH2:19][CH2:18][CH2:17][CH2:16][CH2:15][C:8]1[C:9]2[C:14](=[CH:13][CH:12]=[CH:11][CH:10]=2)[C:5]([O:4][CH2:3][CH:2]([OH:1])[CH2:30][OH:31])=[CH:6][CH:7]=1. The reactants are [OH:1][CH:2]([CH2:30][OH:31])[CH2:3][O:4][C:5]1[C:14]2[C:9](=[CH:10][CH:11]=[CH:12][CH:13]=2)[C:8]([CH2:15][CH2:16][CH2:17][CH2:18][NH:19]C(=O)OCC2C=CC=CC=2)=[CH:7][CH:6]=1. The yield is 0.970. The catalyst is CO.[Pd]. (6) The reactants are [F:1][C:2]1[CH:9]=[C:8]([NH:10][C:11]2[CH:16]=[C:15]([O:17][CH:18]3[CH2:23][CH2:22][NH:21][CH2:20][CH2:19]3)[N:14]=[CH:13][N:12]=2)[C:7]([F:24])=[CH:6][C:3]=1[C:4]#[N:5].Cl[C:26]([O:28][CH:29]([CH3:31])[CH3:30])=[O:27]. The catalyst is C1COCC1. The product is [CH:29]([O:28][C:26]([N:21]1[CH2:22][CH2:23][CH:18]([O:17][C:15]2[CH:16]=[C:11]([NH:10][C:8]3[CH:9]=[C:2]([F:1])[C:3]([C:4]#[N:5])=[CH:6][C:7]=3[F:24])[N:12]=[CH:13][N:14]=2)[CH2:19][CH2:20]1)=[O:27])([CH3:31])[CH3:30]. The yield is 0.210. (7) The reactants are [NH:1]1[CH2:6][CH2:5][CH:4]([C@H:7]2[C@H:16]3[CH2:17][CH2:18][N:19]([C:20]([C@H:22]4[CH2:27][CH2:26][CH2:25][CH2:24][C@H:23]4[NH:28][C:29](=[O:36])[C:30]4[CH:35]=[CH:34][CH:33]=[CH:32][CH:31]=4)=[O:21])[C@H:15]3[C:14]3[CH:13]=[CH:12][CH:11]=[CH:10][C:9]=3[NH:8]2)[CH2:3][CH2:2]1.C(N(CC)CC)C.[CH2:44]([N:46]=[C:47]=[O:48])[CH3:45].O1CCCC1. The catalyst is O. The product is [C:29]([NH:28][C@@H:23]1[CH2:24][CH2:25][CH2:26][CH2:27][C@@H:22]1[C:20]([N:19]1[C@@H:15]2[C@@H:16]([C@H:7]([CH:4]3[CH2:5][CH2:6][N:1]([C:47]([NH:46][CH2:44][CH3:45])=[O:48])[CH2:2][CH2:3]3)[NH:8][C:9]3[CH:10]=[CH:11][CH:12]=[CH:13][C:14]=32)[CH2:17][CH2:18]1)=[O:21])(=[O:36])[C:30]1[CH:31]=[CH:32][CH:33]=[CH:34][CH:35]=1. The yield is 0.810. (8) The product is [Cl:1][C:2]1[N:7]=[CH:6][N:5]=[C:4]([NH:8][C@H:9]2[C@@H:10]3[O:17][C:19]([CH3:24])([CH3:20])[O:16][C@@H:11]3[C@@H:12]([CH2:14][OH:15])[CH2:13]2)[CH:3]=1. The reactants are [Cl:1][C:2]1[N:7]=[CH:6][N:5]=[C:4]([NH:8][C@@H:9]2[CH2:13][C@H:12]([CH2:14][OH:15])[C@@H:11]([OH:16])[C@H:10]2[OH:17])[CH:3]=1.O.[C:19]1(C)[CH:24]=CC(S(O)(=O)=O)=C[CH:20]=1.COC(OC)(C)C. The yield is 0.458. The catalyst is CO. (9) The reactants are Cl[C:2]1[C:11]2[C:6](=[CH:7][CH:8]=[C:9]3[S:14](=[O:16])(=[O:15])[CH2:13][CH2:12][C:10]3=2)[N:5]=[CH:4][C:3]=1[C:17]([O:19][CH2:20][CH3:21])=[O:18].[NH2:22][CH2:23][CH2:24][OH:25]. No catalyst specified. The product is [OH:25][CH2:24][CH2:23][NH:22][C:2]1[C:11]2[C:6](=[CH:7][CH:8]=[C:9]3[S:14](=[O:16])(=[O:15])[CH2:13][CH2:12][C:10]3=2)[N:5]=[CH:4][C:3]=1[C:17]([O:19][CH2:20][CH3:21])=[O:18]. The yield is 0.250. (10) The catalyst is O. The reactants are S(=O)(=O)(O)O.[N+:6]([O-:9])(O)=[O:7].[Cl:10][C:11]1[CH:16]=[CH:15][C:14]([Cl:17])=[CH:13][C:12]=1[O:18][CH3:19]. The product is [Cl:10][C:11]1[CH:16]=[C:15]([N+:6]([O-:9])=[O:7])[C:14]([Cl:17])=[CH:13][C:12]=1[O:18][CH3:19]. The yield is 0.260.